Dataset: Full USPTO retrosynthesis dataset with 1.9M reactions from patents (1976-2016). Task: Predict the reactants needed to synthesize the given product. (1) The reactants are: [C:1]([Si:5]([CH2:25]C)([CH2:23]C)[O:6][CH2:7][C:8]1[CH:13]=[C:12]([C:14]([F:17])([F:16])[F:15])[N:11]=[C:10]([O:18][CH3:19])[C:9]=1[CH2:20][CH:21]=O)([CH3:4])([CH3:3])[CH3:2].[NH2:27][CH:28]([C:35]1[CH:40]=[CH:39][CH:38]=[CH:37][CH:36]=1)[C:29]1[CH:34]=[CH:33][CH:32]=[CH:31][CH:30]=1.C(O[BH-](OC(=O)C)OC(=O)C)(=O)C.[Na+]. Given the product [CH:28]([NH:27][CH2:21][CH2:20][C:9]1[C:10]([O:18][CH3:19])=[N:11][C:12]([C:14]([F:16])([F:15])[F:17])=[CH:13][C:8]=1[CH2:7][O:6][Si:5]([C:1]([CH3:4])([CH3:3])[CH3:2])([CH3:23])[CH3:25])([C:29]1[CH:34]=[CH:33][CH:32]=[CH:31][CH:30]=1)[C:35]1[CH:40]=[CH:39][CH:38]=[CH:37][CH:36]=1, predict the reactants needed to synthesize it. (2) Given the product [C:24]([O:23][C:21](=[O:22])[NH:1][C@:2]1([C:9]2[CH:14]=[CH:13][CH:12]=[CH:11][C:10]=2[F:15])[C@H:3]([CH2:7][OH:8])[CH2:4][O:5][CH2:6]1)([CH3:27])([CH3:26])[CH3:25], predict the reactants needed to synthesize it. The reactants are: [NH2:1][C@@:2]1([C:9]2[CH:14]=[CH:13][CH:12]=[CH:11][C:10]=2[F:15])[CH2:6][O:5][CH2:4][C@H:3]1[CH2:7][OH:8].C1COCC1.[C:21](O[C:21]([O:23][C:24]([CH3:27])([CH3:26])[CH3:25])=[O:22])([O:23][C:24]([CH3:27])([CH3:26])[CH3:25])=[O:22].C(=O)(O)[O-].[Na+]. (3) Given the product [Cl:41][C:38]1[N:37]=[N:36][C:35]([NH:34][C:13](=[O:14])[CH2:12][CH2:11][CH:9]2[C:10]3[C:6](=[CH:5][CH:4]=[CH:3][C:2]=3[F:1])[C:7](=[O:33])[N:8]2[CH2:25][C:26]2[CH:27]=[CH:28][C:29]([F:32])=[CH:30][CH:31]=2)=[CH:40][CH:39]=1, predict the reactants needed to synthesize it. The reactants are: [F:1][C:2]1[CH:3]=[CH:4][CH:5]=[C:6]2[C:10]=1[CH:9]([CH2:11][CH2:12][C:13](NC1C=CC(C(O)=O)=CN=1)=[O:14])[N:8]([CH2:25][C:26]1[CH:31]=[CH:30][C:29]([F:32])=[CH:28][CH:27]=1)[C:7]2=[O:33].[NH2:34][C:35]1[N:36]=[N:37][C:38]([Cl:41])=[CH:39][CH:40]=1. (4) Given the product [NH:3]1[C:7]2[CH:8]=[CH:9][CH:10]=[CH:11][C:6]=2[N:5]=[C:4]1[CH:12]([NH2:25])[CH2:13][C:14]1[CH:19]=[CH:18][C:17]([C:20]([F:22])([F:21])[F:23])=[C:16]([F:24])[CH:15]=1, predict the reactants needed to synthesize it. The reactants are: N#N.[NH:3]1[C:7]2[CH:8]=[CH:9][CH:10]=[CH:11][C:6]=2[N:5]=[C:4]1[CH:12]([NH:25]C(=O)OC(C)(C)C)[CH2:13][C:14]1[CH:19]=[CH:18][C:17]([C:20]([F:23])([F:22])[F:21])=[C:16]([F:24])[CH:15]=1.Cl. (5) Given the product [NH3:3].[CH3:1][O:2][N:3]=[C:4]1[CH2:8][N:7]([C:9]([C:11]2[CH:16]=[CH:15][C:14]([C:17]3[CH:22]=[CH:21][CH:20]=[CH:19][C:18]=3[CH3:23])=[CH:13][CH:12]=2)=[O:10])[C@H:6]([C:24]([NH2:29])=[O:25])[CH2:5]1, predict the reactants needed to synthesize it. The reactants are: [CH3:1][O:2][N:3]=[C:4]1[CH2:8][N:7]([C:9]([C:11]2[CH:16]=[CH:15][C:14]([C:17]3[CH:22]=[CH:21][CH:20]=[CH:19][C:18]=3[CH3:23])=[CH:13][CH:12]=2)=[O:10])[C@H:6]([C:24](O)=[O:25])[CH2:5]1.C([N:29](CC)CC)C.ClC(OCC)=O.